Dataset: Peptide-MHC class II binding affinity with 134,281 pairs from IEDB. Task: Regression. Given a peptide amino acid sequence and an MHC pseudo amino acid sequence, predict their binding affinity value. This is MHC class II binding data. The peptide sequence is KDKWIELKESWGAIWRIDTP. The MHC is DRB1_1501 with pseudo-sequence DRB1_1501. The binding affinity (normalized) is 0.649.